Task: Predict the reactants needed to synthesize the given product.. Dataset: Full USPTO retrosynthesis dataset with 1.9M reactions from patents (1976-2016) (1) The reactants are: Cl[C:2]1[N:3]=[CH:4][C:5](/[CH:8]=[CH:9]/[C:10]([O:12][CH2:13][CH3:14])=[O:11])=[N:6][CH:7]=1.Cl.Cl.[C:17]12([CH2:24][N:25]3[CH2:29][CH2:28][C@@H:27]([NH2:30])[CH2:26]3)[O:23][CH:20]([CH2:21][CH2:22]1)[CH2:19][CH2:18]2.CCN(CC)CC.O. Given the product [C:17]12([CH2:24][N:25]3[CH2:29][CH2:28][C@@H:27]([NH:30][C:2]4[N:3]=[CH:4][C:5](/[CH:8]=[CH:9]/[C:10]([O:12][CH2:13][CH3:14])=[O:11])=[N:6][CH:7]=4)[CH2:26]3)[O:23][CH:20]([CH2:21][CH2:22]1)[CH2:19][CH2:18]2, predict the reactants needed to synthesize it. (2) Given the product [Br:1][C:2]1[CH:7]=[CH:6][C:5]([C:14]([C:16]2([C:19]([F:22])([F:21])[F:20])[CH2:18][CH2:17]2)=[O:15])=[C:4]([Cl:9])[C:3]=1[Cl:10], predict the reactants needed to synthesize it. The reactants are: [Br:1][C:2]1[CH:7]=[CH:6][C:5](I)=[C:4]([Cl:9])[C:3]=1[Cl:10].CON(C)[C:14]([C:16]1([C:19]([F:22])([F:21])[F:20])[CH2:18][CH2:17]1)=[O:15].[Li]CCCC. (3) Given the product [CH3:53][C:48]([NH:47][C:45](=[O:46])[O:44][C:40]([CH3:43])([CH3:42])[CH3:41])([CH3:52])[C:49]([NH:27][CH2:28][C:29]([C:31]1[CH:32]=[CH:33][C:34]([N+:37]([O-:39])=[O:38])=[CH:35][CH:36]=1)=[O:30])=[O:50], predict the reactants needed to synthesize it. The reactants are: [N+](C1C=CC(C(=O)CNC(=O)CCNC(=O)OC(C)(C)C)=CC=1)([O-])=O.Cl.[NH2:27][CH2:28][C:29]([C:31]1[CH:36]=[CH:35][C:34]([N+:37]([O-:39])=[O:38])=[CH:33][CH:32]=1)=[O:30].[C:40]([O:44][C:45]([NH:47][C:48]([CH3:53])([CH3:52])[C:49](O)=[O:50])=[O:46])([CH3:43])([CH3:42])[CH3:41]. (4) Given the product [F:1][C:2]1[CH:3]=[C:4]([CH:22]2[CH2:26][CH2:25][CH2:24][NH:23]2)[CH:5]=[CH:6][C:7]=1[C:8]1[O:20][C:11]2[C:12]([C:16]([OH:18])=[O:17])=[CH:13][CH:14]=[CH:15][C:10]=2[N:9]=1, predict the reactants needed to synthesize it. The reactants are: [F:1][C:2]1[CH:3]=[C:4]([CH:22]2[CH2:26][CH2:25][CH2:24][N:23]2C([O-])=O)[CH:5]=[CH:6][C:7]=1[C:8](=O)[NH:9][C:10]1[CH:15]=[CH:14][CH:13]=[C:12]([C:16]([O:18]C)=[O:17])[C:11]=1[OH:20].[OH-].[Na+]. (5) Given the product [C:28]([O:31][C:32](=[O:33])[NH:10][C:7]1[CH:8]=[CH:9][C:4]([CH:1]2[CH2:3][CH2:2]2)=[CH:5][C:6]=1[N+:11]([O-:13])=[O:12])([CH3:30])([CH3:29])[CH3:27], predict the reactants needed to synthesize it. The reactants are: [CH:1]1([C:4]2[CH:9]=[CH:8][C:7]([NH2:10])=[C:6]([N+:11]([O-:13])=[O:12])[CH:5]=2)[CH2:3][CH2:2]1.C1(C2C=CC(NC(=O)C)=CC=2)CC1.[CH3:27][C:28]([O:31][C:32](O[C:32]([O:31][C:28]([CH3:30])([CH3:29])[CH3:27])=[O:33])=[O:33])([CH3:30])[CH3:29].C(O)(C(F)(F)F)=O. (6) Given the product [Cl:16][C:3]1[CH:4]=[C:5]([NH:9][C:10]2[N:14]=[C:13]([NH2:15])[NH:12][N:11]=2)[CH:6]=[C:7]([Cl:8])[C:2]=1[C:25]1[CH:26]=[CH:27][C:28]([O:29][CH2:30][C:31]2[CH:36]=[CH:35][CH:34]=[CH:33][N:32]=2)=[CH:37][CH:38]=1, predict the reactants needed to synthesize it. The reactants are: Br[C:2]1[C:7]([Cl:8])=[CH:6][C:5]([NH:9][C:10]2[N:14]=[C:13]([NH2:15])[NH:12][N:11]=2)=[CH:4][C:3]=1[Cl:16].CC1(C)C(C)(C)OB([C:25]2[CH:38]=[CH:37][C:28]([O:29][CH2:30][C:31]3[CH:36]=[CH:35][CH:34]=[CH:33][N:32]=3)=[CH:27][CH:26]=2)O1.O1CCOCC1.O.C(=O)([O-])[O-].[K+].[K+].